Dataset: Reaction yield outcomes from USPTO patents with 853,638 reactions. Task: Predict the reaction yield, written as a fraction of the theoretical maximum amount of product (1.0 means a 100% yield; for example, 0.34 means a 34% yield). The reactants are [F:1][C:2]1[CH:11]=[CH:10][C:9]2[CH2:12][N:13](C(OCC3C=CC=CC=3)=O)[CH2:14][CH2:15][N:7]3[C:8]=2[C:3]=1[CH:4]1[CH2:28][CH2:27][CH2:26][CH:5]1[CH2:6]3.FC(F)(F)S(O)(=O)=O.C1(OC)C=CC=CC=1.[OH-].[Na+].C(Cl)[Cl:48]. No catalyst specified. The product is [ClH:48].[F:1][C:2]1[CH:11]=[CH:10][C:9]2[CH2:12][NH:13][CH2:14][CH2:15][N:7]3[C:8]=2[C:3]=1[CH:4]1[CH2:28][CH2:27][CH2:26][CH:5]1[CH2:6]3. The yield is 0.670.